From a dataset of Forward reaction prediction with 1.9M reactions from USPTO patents (1976-2016). Predict the product of the given reaction. Given the reactants [CH2:1]([O:8][C:9]([N:11]1[CH2:16][CH2:15][CH:14]([CH2:17][NH:18][C:19]2[CH:23]=[C:22]([C:24]3[CH:29]=[CH:28][CH:27]=[CH:26][CH:25]=3)[S:21][C:20]=2[C:30]([O:32][CH3:33])=[O:31])[CH2:13][CH2:12]1)=[O:10])[C:2]1[CH:7]=[CH:6][CH:5]=[CH:4][CH:3]=1.[Cl:34][C:35]1[CH:43]=[C:42]([Cl:44])[CH:41]=[CH:40][C:36]=1[C:37](Cl)=[O:38], predict the reaction product. The product is: [CH2:1]([O:8][C:9]([N:11]1[CH2:12][CH2:13][CH:14]([CH2:17][N:18]([C:37](=[O:38])[C:36]2[CH:40]=[CH:41][C:42]([Cl:44])=[CH:43][C:35]=2[Cl:34])[C:19]2[CH:23]=[C:22]([C:24]3[CH:29]=[CH:28][CH:27]=[CH:26][CH:25]=3)[S:21][C:20]=2[C:30]([O:32][CH3:33])=[O:31])[CH2:15][CH2:16]1)=[O:10])[C:2]1[CH:7]=[CH:6][CH:5]=[CH:4][CH:3]=1.